Dataset: Full USPTO retrosynthesis dataset with 1.9M reactions from patents (1976-2016). Task: Predict the reactants needed to synthesize the given product. Given the product [Cl:1][C:2]1[CH:7]=[CH:6][N:5]=[C:4]2[CH:8]=[C:9]([C:11]3[S:12][C:13]([C:17]([N:24]4[CH2:25][CH2:26][N:21]([CH3:20])[CH2:22][CH2:23]4)=[O:18])=[C:14]([CH3:16])[N:15]=3)[S:10][C:3]=12, predict the reactants needed to synthesize it. The reactants are: [Cl:1][C:2]1[CH:7]=[CH:6][N:5]=[C:4]2[CH:8]=[C:9]([C:11]3[S:12][C:13]([C:17](Cl)=[O:18])=[C:14]([CH3:16])[N:15]=3)[S:10][C:3]=12.[CH3:20][N:21]1[CH2:26][CH2:25][NH:24][CH2:23][CH2:22]1.